Predict the product of the given reaction. From a dataset of Forward reaction prediction with 1.9M reactions from USPTO patents (1976-2016). Given the reactants [Cl:1][C:2]1[CH:7]=[CH:6][C:5]([S:8][C:9]2[C:17]3[C:12](=[CH:13][CH:14]=[CH:15][C:16]=3[C:18]3C=N[CH:21]=[N:22][CH:23]=3)[N:11]([CH2:24][C:25]([OH:27])=[O:26])[C:10]=2[CH3:28])=[CH:4][CH:3]=1.C([Sn](CCCC)(CCCC)[C:34]1C=NC=C[N:35]=1)CCC.[C:48]1([CH3:54])[CH:53]=CC=C[CH:49]=1, predict the reaction product. The product is: [Cl:1][C:2]1[CH:3]=[CH:4][C:5]([S:8][C:9]2[C:17]3[C:12](=[CH:13][CH:14]=[CH:15][C:16]=3[C:18]3[CH:23]=[N:22][CH:21]=[CH:34][N:35]=3)[N:11]([CH2:24][C:25]([O:27][C:48]([CH3:54])([CH3:53])[CH3:49])=[O:26])[C:10]=2[CH3:28])=[CH:6][CH:7]=1.